From a dataset of Full USPTO retrosynthesis dataset with 1.9M reactions from patents (1976-2016). Predict the reactants needed to synthesize the given product. (1) Given the product [Cl:1][C:2]1[N:7]=[C:6]([NH:12][C@H:13]([CH2:14][CH:15]([CH3:17])[CH3:16])[C:18]([NH2:20])=[O:19])[CH:5]=[N:4][C:3]=1[C:9]#[N:10], predict the reactants needed to synthesize it. The reactants are: [Cl:1][C:2]1[C:3]([C:9]#[N:10])=[N:4][CH:5]=[C:6](Cl)[N:7]=1.Cl.[NH2:12][C@@H:13]([C:18]([NH2:20])=[O:19])[CH2:14][CH:15]([CH3:17])[CH3:16].CCN(C(C)C)C(C)C. (2) Given the product [CH2:22]([N:29]([C@@:41]([CH3:68])([CH2:52][C:53]1[CH:58]=[CH:57][C:56]([O:59][CH2:20][O:19][P:1]([O:11][CH2:12][C:13]2[CH:18]=[CH:17][CH:16]=[CH:15][CH:14]=2)([O:3][CH2:4][C:5]2[CH:10]=[CH:9][CH:8]=[CH:7][CH:6]=2)=[O:2])=[C:55]([O:60][CH2:61][C:62]2[CH:63]=[CH:64][CH:65]=[CH:66][CH:67]=2)[CH:54]=1)[C:42]([O:44][CH2:45][C:46]1[CH:47]=[CH:48][CH:49]=[CH:50][CH:51]=1)=[O:43])[NH:30][C:31]([O:33][CH2:34][C:35]1[CH:36]=[CH:37][CH:38]=[CH:39][CH:40]=1)=[O:32])[C:23]1[CH:28]=[CH:27][CH:26]=[CH:25][CH:24]=1, predict the reactants needed to synthesize it. The reactants are: [P:1]([O:19][CH2:20]Cl)([O:11][CH2:12][C:13]1[CH:18]=[CH:17][CH:16]=[CH:15][CH:14]=1)([O:3][CH2:4][C:5]1[CH:10]=[CH:9][CH:8]=[CH:7][CH:6]=1)=[O:2].[CH2:22]([N:29]([C@@:41]([CH3:68])([CH2:52][C:53]1[CH:58]=[CH:57][C:56]([OH:59])=[C:55]([O:60][CH2:61][C:62]2[CH:67]=[CH:66][CH:65]=[CH:64][CH:63]=2)[CH:54]=1)[C:42]([O:44][CH2:45][C:46]1[CH:51]=[CH:50][CH:49]=[CH:48][CH:47]=1)=[O:43])[NH:30][C:31]([O:33][CH2:34][C:35]1[CH:40]=[CH:39][CH:38]=[CH:37][CH:36]=1)=[O:32])[C:23]1[CH:28]=[CH:27][CH:26]=[CH:25][CH:24]=1.C(#N)C.N12CCCN=C1CCCCC2. (3) Given the product [NH:20]1[C:24]2[CH:25]=[CH:26][CH:27]=[CH:28][C:23]=2[N:22]=[C:21]1[CH2:29][O:10][C:8]1[C:7]([O:11][CH3:12])=[CH:6][C:3]([CH:4]=[O:5])=[C:2]([F:1])[CH:9]=1, predict the reactants needed to synthesize it. The reactants are: [F:1][C:2]1[CH:9]=[C:8]([OH:10])[C:7]([O:11][CH3:12])=[CH:6][C:3]=1[CH:4]=[O:5].CN(C)C=O.[H-].[Na+].[NH:20]1[C:24]2[CH:25]=[CH:26][CH:27]=[CH:28][C:23]=2[N:22]=[C:21]1[CH2:29]OC1C(Cl)=CC(C=O)=C(F)C=1. (4) Given the product [ClH:47].[C:6]([C:8]1[CH:9]=[CH:10][C:11]([C:41]2[CH:46]=[CH:45][C:44]([Cl:47])=[CH:43][CH:42]=2)=[C:12]([CH:40]=1)[CH2:13][O:14][C:15]1[CH:16]=[CH:17][C:18]([C:21]2[N:25]([CH:26]3[CH2:31][CH2:30][CH2:29][CH2:28][CH2:27]3)[C:24]3[CH:32]=[CH:33][C:34]([C:36]([O:38][CH3:39])=[O:37])=[CH:35][C:23]=3[N:22]=2)=[CH:19][CH:20]=1)([OH:7])=[O:5], predict the reactants needed to synthesize it. The reactants are: C([O:5][C:6]([C:8]1[CH:9]=[CH:10][C:11]([C:41]2[CH:46]=[CH:45][C:44]([Cl:47])=[CH:43][CH:42]=2)=[C:12]([CH:40]=1)[CH2:13][O:14][C:15]1[CH:20]=[CH:19][C:18]([C:21]2[N:25]([CH:26]3[CH2:31][CH2:30][CH2:29][CH2:28][CH2:27]3)[C:24]3[CH:32]=[CH:33][C:34]([C:36]([O:38][CH3:39])=[O:37])=[CH:35][C:23]=3[N:22]=2)=[CH:17][CH:16]=1)=[O:7])(C)(C)C.FC(F)(F)C(O)=O.